Dataset: Forward reaction prediction with 1.9M reactions from USPTO patents (1976-2016). Task: Predict the product of the given reaction. Given the reactants [CH3:1][O:2][C:3]1[CH:8]=[C:7]([O:9][C:10]2[CH:15]=[CH:14][C:13]([NH:16][C:17](=O)[CH2:18][O:19][C:20]3[CH:21]=[C:22]([CH:27]=[CH:28][CH:29]=3)[C:23]([O:25][CH3:26])=[O:24])=[C:12]([NH:31][CH3:32])[CH:11]=2)[CH:6]=[C:5]([CH3:33])[N:4]=1, predict the reaction product. The product is: [CH3:1][O:2][C:3]1[CH:8]=[C:7]([O:9][C:10]2[CH:15]=[CH:14][C:13]3[N:16]=[C:17]([CH2:18][O:19][C:20]4[CH:21]=[C:22]([CH:27]=[CH:28][CH:29]=4)[C:23]([O:25][CH3:26])=[O:24])[N:31]([CH3:32])[C:12]=3[CH:11]=2)[CH:6]=[C:5]([CH3:33])[N:4]=1.